From a dataset of Peptide-MHC class II binding affinity with 134,281 pairs from IEDB. Regression. Given a peptide amino acid sequence and an MHC pseudo amino acid sequence, predict their binding affinity value. This is MHC class II binding data. (1) The peptide sequence is INEPTAAAIAYGADR. The MHC is HLA-DQA10401-DQB10402 with pseudo-sequence HLA-DQA10401-DQB10402. The binding affinity (normalized) is 0.433. (2) The peptide sequence is KIPTHRHIVGKPCPK. The MHC is DRB5_0101 with pseudo-sequence DRB5_0101. The binding affinity (normalized) is 0.0374. (3) The peptide sequence is EQLVKWLGLPAPI. The MHC is H-2-IAs with pseudo-sequence H-2-IAs. The binding affinity (normalized) is 0.450.